Dataset: Forward reaction prediction with 1.9M reactions from USPTO patents (1976-2016). Task: Predict the product of the given reaction. (1) Given the reactants [NH2:1][C:2]1[CH:7]=[CH:6][C:5]([C:8]2[NH:12][C:11]3[CH:13]=[C:14]([C:17]4[CH:18]=[C:19]([NH2:24])[C:20]([NH2:23])=[CH:21][CH:22]=4)[CH:15]=[CH:16][C:10]=3[N:9]=2)=[CH:4][CH:3]=1.[CH:25](O)=O, predict the reaction product. The product is: [NH:9]1[C:10]2[CH:16]=[CH:15][C:14]([C:17]3[CH:22]=[CH:21][C:20]4[NH:23][CH:25]=[N:24][C:19]=4[CH:18]=3)=[CH:13][C:11]=2[N:12]=[C:8]1[C:5]1[CH:4]=[CH:3][C:2]([NH2:1])=[CH:7][CH:6]=1. (2) Given the reactants [CH3:1][C:2]1[N:6]([C:7]2[C:12]([CH3:13])=[CH:11][CH:10]=[CH:9][N+:8]=2[O-])[N:5]=[CH:4][C:3]=1[C:15]([O:17]C)=[O:16].O=P(Cl)(Cl)[Cl:21], predict the reaction product. The product is: [Cl:21][C:9]1[N:8]=[C:7]([N:6]2[C:2]([CH3:1])=[C:3]([C:15]([OH:17])=[O:16])[CH:4]=[N:5]2)[C:12]([CH3:13])=[CH:11][CH:10]=1. (3) Given the reactants Cl[C:2]1[C:7]([C:8]([F:11])([F:10])[F:9])=[CH:6][N:5]=[C:4]([NH:12][C:13]2[CH:27]=[CH:26][C:16]([CH2:17][P:18](=[O:25])([O:22][CH2:23][CH3:24])[O:19][CH2:20][CH3:21])=[CH:15][C:14]=2[O:28][CH3:29])[N:3]=1.[NH2:30][C:31]1[CH:39]=[CH:38][CH:37]=[CH:36][C:32]=1[C:33]([NH2:35])=[O:34], predict the reaction product. The product is: [CH2:20]([O:19][P:18]([CH2:17][C:16]1[CH:26]=[CH:27][C:13]([NH:12][C:4]2[N:3]=[C:2]([NH:30][C:31]3[CH:39]=[CH:38][CH:37]=[CH:36][C:32]=3[C:33](=[O:34])[NH2:35])[C:7]([C:8]([F:11])([F:10])[F:9])=[CH:6][N:5]=2)=[C:14]([O:28][CH3:29])[CH:15]=1)(=[O:25])[O:22][CH2:23][CH3:24])[CH3:21]. (4) Given the reactants [OH:1][N:2]([CH3:10])[C:3](=[O:9])[O:4][C:5]([CH3:8])([CH3:7])[CH3:6].Br[CH:12]1[CH2:16][CH2:15][O:14][CH2:13]1.C([O-])([O-])=O.[Cs+].[Cs+], predict the reaction product. The product is: [CH3:10][N:2]([O:1][CH:12]1[CH2:16][CH2:15][O:14][CH2:13]1)[C:3](=[O:9])[O:4][C:5]([CH3:8])([CH3:7])[CH3:6]. (5) Given the reactants [N+:1]([C:4]1[CH:5]=[C:6]([CH:10]=[C:11]([N+:13]([O-:15])=[O:14])[CH:12]=1)[C:7](Cl)=[O:8])([O-:3])=[O:2].C(N(CC)CC)C.[CH2:23]([OH:26])[CH2:24][OH:25].[Br:27][C:28]([CH3:33])([CH3:32])[C:29](Br)=[O:30], predict the reaction product. The product is: [Br:27][C:28]([CH3:33])([CH3:32])[C:29]([O:25][CH2:24][CH2:23][O:26][C:7](=[O:8])[C:6]1[CH:5]=[C:4]([N+:1]([O-:3])=[O:2])[CH:12]=[C:11]([N+:13]([O-:15])=[O:14])[CH:10]=1)=[O:30]. (6) Given the reactants [Cl:1][C:2]1[N:7]=[CH:6][C:5]([NH:8][C:9]([C:11]2[S:12][CH:13]=[C:14]([CH3:29])[C:15]=2[NH:16][C:17]([CH:19]2[CH2:24][CH2:23][CH:22]([C:25]([F:28])([F:27])[F:26])[CH2:21][CH2:20]2)=O)=[O:10])=[CH:4][CH:3]=1, predict the reaction product. The product is: [Cl:1][C:2]1[N:7]=[CH:6][C:5]([N:8]2[C:9](=[O:10])[C:11]3[S:12][CH:13]=[C:14]([CH3:29])[C:15]=3[N:16]=[C:17]2[C@H:19]2[CH2:24][CH2:23][C@@H:22]([C:25]([F:28])([F:27])[F:26])[CH2:21][CH2:20]2)=[CH:4][CH:3]=1. (7) Given the reactants [NH2:1][C:2]1[CH:3]=[C:4]([C:8]([C:10]2[CH:11]=[C:12]3[C:17](=[CH:18][CH:19]=2)[N:16]=[CH:15][C:14]([N:20]2[CH2:25][CH2:24][O:23][CH2:22][CH2:21]2)=[N:13]3)=[O:9])[CH:5]=[CH:6][CH:7]=1.[F:26][C:27]1[CH:32]=[CH:31][CH:30]=[C:29]([N:33]=[C:34]=[O:35])[CH:28]=1, predict the reaction product. The product is: [F:26][C:27]1[CH:28]=[C:29]([NH:33][C:34]([NH:1][C:2]2[CH:7]=[CH:6][CH:5]=[C:4]([C:8]([C:10]3[CH:11]=[C:12]4[C:17](=[CH:18][CH:19]=3)[N:16]=[CH:15][C:14]([N:20]3[CH2:21][CH2:22][O:23][CH2:24][CH2:25]3)=[N:13]4)=[O:9])[CH:3]=2)=[O:35])[CH:30]=[CH:31][CH:32]=1. (8) Given the reactants [CH2:1]([O:8][C:9]([N:11]1[CH2:15][CH2:14][CH2:13][C@H:12]1[C:16]1[NH:20][C:19]2[CH:21]=[CH:22][C:23](B3OC(C)(C)C(C)(C)O3)=[CH:24][C:18]=2[N:17]=1)=[O:10])[C:2]1[CH:7]=[CH:6][CH:5]=[CH:4][CH:3]=1.Br[C:35]1[CH:36]=[C:37]([NH:41][C:42]([CH:44]2[CH2:46][CH2:45]2)=[O:43])[CH:38]=[CH:39][CH:40]=1.CN(C=O)C, predict the reaction product. The product is: [CH2:1]([O:8][C:9]([N:11]1[CH2:15][CH2:14][CH2:13][C@H:12]1[C:16]1[NH:17][C:18]2[CH:24]=[C:23]([C:35]3[CH:40]=[CH:39][CH:38]=[C:37]([NH:41][C:42]([CH:44]4[CH2:46][CH2:45]4)=[O:43])[CH:36]=3)[CH:22]=[CH:21][C:19]=2[N:20]=1)=[O:10])[C:2]1[CH:3]=[CH:4][CH:5]=[CH:6][CH:7]=1. (9) The product is: [F:1][C:2]([F:15])([F:14])[S:3]([O:6][C:20]1[CH:21]=[C:22]([CH3:23])[C:17]([Br:16])=[C:18]([CH3:25])[CH:19]=1)(=[O:5])=[O:4]. Given the reactants [F:1][C:2]([F:15])([F:14])[S:3]([O:6]S(C(F)(F)F)(=O)=O)(=[O:5])=[O:4].[Br:16][C:17]1[C:22]([CH3:23])=[CH:21][C:20](O)=[CH:19][C:18]=1[CH3:25].C(OCC)(=O)C, predict the reaction product.